From a dataset of Experimentally validated miRNA-target interactions with 360,000+ pairs, plus equal number of negative samples. Binary Classification. Given a miRNA mature sequence and a target amino acid sequence, predict their likelihood of interaction. (1) The miRNA is hsa-miR-4495 with sequence AAUGUAAACAGGCUUUUUGCU. The protein sequence of the target gene is MARGSALLLASLLLAAALSASAGLWSPAKEKRGWTLNSAGYLLGPHAVGNHRSFSDKNGLTSKRELRPEDDMKPGSFDRSIPENNIMRTIIEFLSFLHLKEAGALDRLLDLPAAASSEDIERS. Result: 0 (no interaction). (2) The miRNA is hsa-miR-128-3p with sequence UCACAGUGAACCGGUCUCUUU. The protein sequence of the target gene is MMGSWKHCLFSASLISALIFVFVYNTELWENKRFLRAALSNASLLAEACHQIFEGKVFYPTENALKTTLDEATCYEYMVRSHYVTETLSEEEAGFPLAYTVTIHKDFGTFERLFRAIYMPQNVYCVHLDQKATDAFKGAVKQLLSCFPNAFLASKKESVVYGGISRLQADLNCLEDLVASEVPWKYVINTCGQDFPLKTNREIVQYLKGFKGKNITPGVLPPDHAVGRTKYVHQELLNHKNSYVIKTTKLKTPPPHDMVIYFGTAYVALTRDFANFVLQDQLALDLLSWSKDTYSPDEHF.... Result: 1 (interaction). (3) The miRNA is hsa-miR-1910-3p with sequence GAGGCAGAAGCAGGAUGACA. The protein sequence of the target gene is MASATRLIQRLRNWASGHDLQGKLQLRYQEISKRTQPPPKLPVGPSHKLSNNYYCTRDGRRESVPPSIIMSSQKALVSGKPAESSAVAATEKKAVTPAPPIKRWELSSDQPYL. Result: 1 (interaction). (4) The miRNA is hsa-miR-3910 with sequence AAAGGCAUAAAACCAAGACA. The protein sequence of the target gene is MSEPAGDVRQNPCGSKACRRLFGPVDSEQLSRDCDALMAGCIQEARERWNFDFVTETPLEGDFAWERVRGLGLPKLYLPTGPRRGRDELGGGRRPGTSPALLQGTAEEDHVDLSLSCTLVPRSGEQAEGSPGGPGDSQGRKRRQTSMTDFYHSKRRLIFSKRKP. Result: 1 (interaction). (5) The miRNA is hsa-miR-151b with sequence UCGAGGAGCUCACAGUCU. The protein sequence of the target gene is MAPGQRLVLCEETVRERSGLGPHRDLAELRSLSIPGTYQEKITHLGNSLMHLTALKSLDLSRNSLVSLEGIQYLVSLESLNLYYNCISSLAEVFRLHTLLELQDVDFRLNPVVKNESDYRLFVVHMLPKLRQLDDRPVRESERKASQLHFAPEDSLNSKENFSTTLTVGRPHHLRNRCTETSAKKCLVMDADDEAVLNLIAECEWDLSNPPGNMSSSQKEHEADLHYAQESRHLLSPLSIQHQCGDSARRGHEKKKVTSRGCPGHSPQDQLCGELPLQHGLPEACHMHVQHARITSQPDS.... Result: 0 (no interaction). (6) The miRNA is mmu-miR-363-5p with sequence CAGGUGGAACACGAUGCAAUUU. The protein sequence of the target gene is MSRLGALGGARAGLGLLLGTAAGLGFLCLLYSQRWKRTQRHGRSQSLPNSLDYTQTSDPGRHVMLLRAVPGGAGDASVLPSLPREGQEKVLDRLDFVLTSLVALRREVEELRSSLRGLAGEIVGEVRCHMEENQRVARRRRFPFVRERSDSTGSSSVYFTASSGATFTDAESEGGYTTANAESDNERDSDKESEDGEDEVSCETVKMGRKDSLDLEEEAASGASSALEAGGSSGLEDVLPLLQQADELHRGDEQGKREGFQLLLNNKLVYGSRQDFLWRLARAYSDMCELTEEVSEKKSY.... Result: 0 (no interaction).